This data is from Reaction yield outcomes from USPTO patents with 853,638 reactions. The task is: Predict the reaction yield, written as a fraction of the theoretical maximum amount of product (1.0 means a 100% yield; for example, 0.34 means a 34% yield). (1) The reactants are [CH3:1][S:2](Cl)(=[O:4])=[O:3].[CH2:6]([O:8][P:9]([CH2:14][CH:15]([CH2:25][OH:26])[CH2:16][P:17](=[O:24])([O:21][CH2:22][CH3:23])[O:18][CH2:19][CH3:20])(=[O:13])[O:10][CH2:11][CH3:12])[CH3:7].C(N(CC)CC)C. The catalyst is ClCCl. The product is [CH2:19]([O:18][P:17]([CH2:16][CH:15]([CH2:25][O:26][S:2]([CH3:1])(=[O:4])=[O:3])[CH2:14][P:9](=[O:13])([O:10][CH2:11][CH3:12])[O:8][CH2:6][CH3:7])(=[O:24])[O:21][CH2:22][CH3:23])[CH3:20]. The yield is 0.850. (2) The reactants are [OH:1][CH2:2][CH2:3][C:4]#[C:5][C:6]1[N:11]=[N:10][C:9]([NH:12][C:13](=[O:21])[CH2:14][C:15]2[CH:20]=[CH:19][CH:18]=[CH:17][CH:16]=2)=[CH:8][CH:7]=1. The catalyst is [OH-].[OH-].[Pd+2].CCO. The product is [OH:1][CH2:2][CH2:3][CH2:4][CH2:5][C:6]1[N:11]=[N:10][C:9]([NH:12][C:13](=[O:21])[CH2:14][C:15]2[CH:16]=[CH:17][CH:18]=[CH:19][CH:20]=2)=[CH:8][CH:7]=1. The yield is 0.880. (3) The reactants are [CH3:1][C@H:2]1[C:10]2[C:9](O)=[N:8][CH:7]=[N:6][C:5]=2[CH2:4][CH2:3]1.O=P(Cl)(Cl)[Cl:14]. No catalyst specified. The product is [Cl:14][C:9]1[C:10]2[C@H:2]([CH3:1])[CH2:3][CH2:4][C:5]=2[N:6]=[CH:7][N:8]=1. The yield is 0.440. (4) The reactants are [C:1]([C:3]1[CH:4]=[CH:5][C:6]([CH3:35])=[C:7]([NH:9][C:10](=[O:34])[C:11]2[CH:16]=[CH:15][C:14]([NH:17][C:18]3[N:27]=[C:26]([C:28]4[CH:33]=[CH:32][CH:31]=[CH:30][CH:29]=4)[C:25]4[C:20](=[CH:21][CH:22]=[CH:23][CH:24]=4)[N:19]=3)=[CH:13][CH:12]=2)[CH:8]=1)#[N:2].C[Si]([N:40]=[N+:41]=[N-:42])(C)C.C([Sn](=O)CCCC)CCC. The catalyst is C(COC)OC. The product is [CH3:35][C:6]1[CH:5]=[CH:4][C:3]([C:1]2[NH:42][N:41]=[N:40][N:2]=2)=[CH:8][C:7]=1[NH:9][C:10](=[O:34])[C:11]1[CH:16]=[CH:15][C:14]([NH:17][C:18]2[N:27]=[C:26]([C:28]3[CH:29]=[CH:30][CH:31]=[CH:32][CH:33]=3)[C:25]3[C:20](=[CH:21][CH:22]=[CH:23][CH:24]=3)[N:19]=2)=[CH:13][CH:12]=1. The yield is 0.810. (5) The catalyst is CC(O)C. The product is [CH3:1][C:2]1[C:3]([CH2:9][N:10]([CH2:17][C:18]2[C:23]([CH:24]([CH3:26])[CH3:25])=[CH:22][CH:21]=[CH:20][N:19]=2)[CH:11]2[CH2:16][CH2:15][N:14]([C:32]([NH2:31])=[O:33])[CH2:13][CH2:12]2)=[N:4][CH:5]=[C:6]([CH3:8])[CH:7]=1. The reactants are [CH3:1][C:2]1[C:3]([CH2:9][N:10]([CH2:17][C:18]2[C:23]([CH:24]([CH3:26])[CH3:25])=[CH:22][CH:21]=[CH:20][N:19]=2)[CH:11]2[CH2:16][CH2:15][NH:14][CH2:13][CH2:12]2)=[N:4][CH:5]=[C:6]([CH3:8])[CH:7]=1.C[Si]([N:31]=[C:32]=[O:33])(C)C. The yield is 0.730.